Predict the reaction yield, written as a fraction of the theoretical maximum amount of product (1.0 means a 100% yield; for example, 0.34 means a 34% yield). From a dataset of Reaction yield outcomes from USPTO patents with 853,638 reactions. (1) The reactants are [F:1][C:2]1[CH:7]=[CH:6][C:5]([NH:8][C@H:9]([C:13]2[CH:18]=[CH:17][CH:16]=[CH:15][CH:14]=2)[C:10]([OH:12])=[O:11])=[CH:4][CH:3]=1.[N:19]12[CH2:26][CH2:25][CH:22]([CH2:23][CH2:24]1)[C@H:21](O)[CH2:20]2.CCOC(/N=N/C(OCC)=O)=O.C1(P(C2C=CC=CC=2)C2C=CC=CC=2)C=CC=CC=1. The catalyst is C1COCC1. The product is [N:19]12[CH2:26][CH2:25][CH:22]([CH2:23][CH2:24]1)[C@@H:21]([O:11][C:10](=[O:12])[C@H:9]([NH:8][C:5]1[CH:6]=[CH:7][C:2]([F:1])=[CH:3][CH:4]=1)[C:13]1[CH:14]=[CH:15][CH:16]=[CH:17][CH:18]=1)[CH2:20]2. The yield is 0.790. (2) The reactants are [N:1]1[CH:6]=[CH:5][CH:4]=[C:3]([CH2:7]O)[CH:2]=1.[BrH:9]. No catalyst specified. The product is [BrH:9].[Br:9][CH2:7][C:3]1[CH:2]=[N:1][CH:6]=[CH:5][CH:4]=1. The yield is 0.540. (3) The reactants are [CH:1]1[C:14]2[C:5](=[CH:6][C:7]3[C:12]([C:13]=2[CH2:15]O)=[CH:11][CH:10]=[CH:9][CH:8]=3)[CH:4]=[CH:3][CH:2]=1.[I-].[C:18]([CH2:20][P+](C)(C)C)#[N:19].C(N(C(C)C)CC)(C)C.O. The catalyst is C(#N)CC. The product is [CH:1]1[C:14]2[C:5](=[CH:6][C:7]3[C:12]([C:13]=2[CH2:15][CH2:20][C:18]#[N:19])=[CH:11][CH:10]=[CH:9][CH:8]=3)[CH:4]=[CH:3][CH:2]=1. The yield is 0.950. (4) The reactants are [Br:1][C:2]1[CH:7]=[CH:6][C:5]([C:8](=NN(C)C)[C:9](=[O:14])[C:10]([F:13])([F:12])[F:11])=[CH:4][CH:3]=1.S(=O)(=O)(O)[OH:20]. No catalyst specified. The product is [Br:1][C:2]1[CH:7]=[CH:6][C:5]([C:8](=[O:20])[C:9](=[O:14])[C:10]([F:13])([F:12])[F:11])=[CH:4][CH:3]=1. The yield is 0.920.